Task: Predict which catalyst facilitates the given reaction.. Dataset: Catalyst prediction with 721,799 reactions and 888 catalyst types from USPTO (1) Reactant: [CH3:1][C:2]1[CH:7]=[C:6]([C:8]2[CH:13]=[CH:12][C:11]([C:14]([F:17])([F:16])[F:15])=[CH:10][CH:9]=2)[C:5]([C:18](Cl)=[O:19])=[CH:4][CH:3]=1.[NH2:21][C:22]1[CH:27]=[CH:26][C:25]([C:28](=[O:37])[CH2:29][CH2:30][C:31]2[CH:36]=[CH:35][CH:34]=[CH:33][N:32]=2)=[CH:24][CH:23]=1.C(N(CC)CC)C.C(OCC)(=O)C. Product: [CH3:1][C:2]1[CH:7]=[C:6]([C:8]2[CH:13]=[CH:12][C:11]([C:14]([F:17])([F:16])[F:15])=[CH:10][CH:9]=2)[C:5]([C:18]([NH:21][C:22]2[CH:23]=[CH:24][C:25]([C:28](=[O:37])[CH2:29][CH2:30][C:31]3[CH:36]=[CH:35][CH:34]=[CH:33][N:32]=3)=[CH:26][CH:27]=2)=[O:19])=[CH:4][CH:3]=1. The catalyst class is: 30. (2) Reactant: [CH:1]1([NH:4][C:5]2[N:10]3[N:11]=[CH:12][C:13]([CH:14]=O)=[C:9]3[N:8]=[C:7]([C:16]3[CH:21]=[CH:20][N:19]=[C:18]([F:22])[CH:17]=3)[CH:6]=2)[CH2:3][CH2:2]1.N1CCCCC1.[S:29]1[CH2:35][C:33](=[O:34])[NH:32][C:30]1=[S:31]. Product: [CH:1]1([NH:4][C:5]2[N:10]3[N:11]=[CH:12][C:13]([CH:14]=[C:35]4[S:29][C:30](=[S:31])[NH:32][C:33]4=[O:34])=[C:9]3[N:8]=[C:7]([C:16]3[CH:21]=[CH:20][N:19]=[C:18]([F:22])[CH:17]=3)[CH:6]=2)[CH2:2][CH2:3]1. The catalyst class is: 14.